This data is from Full USPTO retrosynthesis dataset with 1.9M reactions from patents (1976-2016). The task is: Predict the reactants needed to synthesize the given product. (1) Given the product [CH2:33]([O:32][C:30]([N:3]([CH2:4][C:5]1[CH:10]=[C:9]([C:11]([F:13])([F:14])[F:12])[CH:8]=[CH:7][C:6]=1[C:15]1[C:20]([O:21][CH3:22])=[CH:19][CH:18]=[C:17]([C:23]([F:27])([F:28])[C:24]([OH:26])=[O:25])[CH:16]=1)[CH2:1][CH3:2])=[O:31])[C:34]1[CH:39]=[CH:38][CH:37]=[CH:36][CH:35]=1, predict the reactants needed to synthesize it. The reactants are: [CH2:1]([NH:3][CH2:4][C:5]1[CH:10]=[C:9]([C:11]([F:14])([F:13])[F:12])[CH:8]=[CH:7][C:6]=1[C:15]1[C:20]([O:21][CH3:22])=[CH:19][CH:18]=[C:17]([C:23]([F:28])([F:27])[C:24]([OH:26])=[O:25])[CH:16]=1)[CH3:2].Cl[C:30]([O:32][CH2:33][C:34]1[CH:39]=[CH:38][CH:37]=[CH:36][CH:35]=1)=[O:31]. (2) Given the product [CH3:1][N:2]([CH3:20])[CH2:3][CH2:4][CH:5]([C:8]1[CH:13]=[CH:12][C:11]([C:14]2[CH:19]=[CH:18][N:17]=[CH:16][CH:15]=2)=[CH:10][CH:9]=1)[OH:21], predict the reactants needed to synthesize it. The reactants are: [CH3:1][N:2]([CH3:20])[CH2:3][CH2:4][CH:5]([C:8]1[CH:13]=[CH:12][C:11]([C:14]2[CH:19]=[CH:18][N:17]=[CH:16][CH:15]=2)=[CH:10][CH:9]=1)C#N.[OH2:21].[OH-].[Na+]. (3) Given the product [CH2:19]([O:18][P:9]([CH2:8][CH2:7][P:4]([CH2:3][CH2:2][S:26][C:24]([O:23][CH2:22][CH3:21])=[S:25])(=[O:6])[OH:5])([CH2:11][CH2:12][C:13]([O:15][CH2:16][CH3:17])=[O:14])=[O:10])[CH3:20], predict the reactants needed to synthesize it. The reactants are: Br[CH2:2][CH2:3][P:4]([CH2:7][CH2:8][P:9]([O:18][CH2:19][CH3:20])([CH2:11][CH2:12][C:13]([O:15][CH2:16][CH3:17])=[O:14])=[O:10])(=[O:6])[OH:5].[CH3:21][CH2:22][O:23][C:24]([S-:26])=[S:25].[K+].OP(O)(O)=O. (4) Given the product [C:30]([O:34][C:35](=[O:36])[NH:37][CH:38]([NH:1][C:2]1[CH:3]=[CH:4][C:5]([CH2:8][CH2:9][C:10]2[N:11]=[C:12]([NH:26][C:27](=[O:29])[CH3:28])[S:13][C:14]=2[CH2:15][C:16]2[CH:21]=[CH:20][CH:19]=[C:18]([S:22]([CH3:25])(=[O:24])=[O:23])[CH:17]=2)=[CH:6][CH:7]=1)[NH:39][C:40](=[O:41])[O:42][C:43]([CH3:46])([CH3:45])[CH3:44])([CH3:33])([CH3:31])[CH3:32], predict the reactants needed to synthesize it. The reactants are: [NH2:1][C:2]1[CH:7]=[CH:6][C:5]([CH2:8][CH2:9][C:10]2[N:11]=[C:12]([NH:26][C:27](=[O:29])[CH3:28])[S:13][C:14]=2[CH2:15][C:16]2[CH:21]=[CH:20][CH:19]=[C:18]([S:22]([CH3:25])(=[O:24])=[O:23])[CH:17]=2)=[CH:4][CH:3]=1.[C:30]([O:34][C:35]([NH:37][C:38](N1C=CC=N1)=[N:39][C:40]([O:42][C:43]([CH3:46])([CH3:45])[CH3:44])=[O:41])=[O:36])([CH3:33])([CH3:32])[CH3:31]. (5) Given the product [O:15]([CH2:23][C:24]1[CH:25]=[C:26]([CH:29]=[CH:30][CH:31]=1)[CH2:27][C:41]1[CH:40]=[CH:39][CH:38]=[C:34]2[C:35]([NH:36][C:32](=[O:42])[C:33]=12)=[O:37])[Si:16]([C:19]([CH3:22])([CH3:21])[CH3:20])([CH3:18])[CH3:17], predict the reactants needed to synthesize it. The reactants are: N(C(OC(C)C)=O)=NC(OC(C)C)=O.[O:15]([CH2:23][C:24]1[CH:25]=[C:26]([CH:29]=[CH:30][CH:31]=1)[CH2:27]O)[Si:16]([C:19]([CH3:22])([CH3:21])[CH3:20])([CH3:18])[CH3:17].[C:32]1(=[O:42])[NH:36][C:35](=[O:37])[C:34]2=[CH:38][CH:39]=[CH:40][CH:41]=[C:33]12.C1(P(C2C=CC=CC=2)C2C=CC=CC=2)C=CC=CC=1. (6) Given the product [C:1]([C:3]1[CH:21]=[CH:20][C:6]([C:7]([NH:9][C:10]2[CH:15]=[CH:14][CH:13]=[C:12]([S:16](=[O:19])(=[O:18])[NH2:17])[CH:11]=2)=[O:8])=[C:5]([O:30][C:27]2[CH:28]=[CH:29][C:24]([F:23])=[CH:25][C:26]=2[O:31][CH3:32])[CH:4]=1)#[N:2], predict the reactants needed to synthesize it. The reactants are: [C:1]([C:3]1[CH:21]=[CH:20][C:6]([C:7]([NH:9][C:10]2[CH:15]=[CH:14][CH:13]=[C:12]([S:16](=[O:19])(=[O:18])[NH2:17])[CH:11]=2)=[O:8])=[C:5](F)[CH:4]=1)#[N:2].[F:23][C:24]1[CH:29]=[CH:28][C:27]([OH:30])=[C:26]([O:31][CH3:32])[CH:25]=1.C([O-])([O-])=O.[Cs+].[Cs+]. (7) Given the product [CH3:21][O:22][C:23](=[O:28])[C:24]([OH:25])=[CH:9][C:8](=[O:10])[N:7]([CH2:11][C:12]1[CH:13]=[CH:14][C:15]([F:18])=[CH:16][CH:17]=1)[CH2:6][C:5]1[CH:4]=[CH:3][C:2]([F:1])=[CH:20][CH:19]=1, predict the reactants needed to synthesize it. The reactants are: [F:1][C:2]1[CH:20]=[CH:19][C:5]([CH2:6][N:7]([CH2:11][C:12]2[CH:17]=[CH:16][C:15]([F:18])=[CH:14][CH:13]=2)[C:8](=[O:10])[CH3:9])=[CH:4][CH:3]=1.[CH3:21][O:22][C:23](=[O:28])[C:24](OC)=[O:25].